Dataset: Full USPTO retrosynthesis dataset with 1.9M reactions from patents (1976-2016). Task: Predict the reactants needed to synthesize the given product. (1) Given the product [CH3:1][N:2]([CH3:34])[C:3]1[CH:4]=[C:5]2[C:10](=[CH:11][CH:12]=1)[N:9]([C:13]1[C:14]([C:27]3[CH:28]=[CH:29][C:30]([F:33])=[CH:31][CH:32]=3)=[N:15][C:16]3[C:21]([N:22]=1)=[CH:20][C:19]([C:23]([OH:25])=[O:24])=[CH:18][CH:17]=3)[CH2:8][CH2:7][CH2:6]2, predict the reactants needed to synthesize it. The reactants are: [CH3:1][N:2]([CH3:34])[C:3]1[CH:4]=[C:5]2[C:10](=[CH:11][CH:12]=1)[N:9]([C:13]1[C:14]([C:27]3[CH:32]=[CH:31][C:30]([F:33])=[CH:29][CH:28]=3)=[N:15][C:16]3[C:21]([N:22]=1)=[CH:20][C:19]([C:23]([O:25]C)=[O:24])=[CH:18][CH:17]=3)[CH2:8][CH2:7][CH2:6]2.[OH-].[Na+].CC(O)=O. (2) Given the product [CH:22]1([C:25]([N:27]2[CH2:28][CH2:29][CH:30]([CH2:33][NH:34][C:2]3[CH:3]=[CH:4][C:5]4[N:6]([C:8]([C:11]5[CH:16]=[CH:15][CH:14]=[C:13]([O:17][C:18]([F:21])([F:20])[F:19])[CH:12]=5)=[CH:9][N:10]=4)[N:7]=3)[CH2:31][CH2:32]2)=[O:26])[CH2:23][CH2:24]1, predict the reactants needed to synthesize it. The reactants are: Cl[C:2]1[CH:3]=[CH:4][C:5]2[N:6]([C:8]([C:11]3[CH:16]=[CH:15][CH:14]=[C:13]([O:17][C:18]([F:21])([F:20])[F:19])[CH:12]=3)=[CH:9][N:10]=2)[N:7]=1.[CH:22]1([C:25]([N:27]2[CH2:32][CH2:31][CH:30]([CH2:33][NH2:34])[CH2:29][CH2:28]2)=[O:26])[CH2:24][CH2:23]1.C1C=CC(P(C2C(C3C(P(C4C=CC=CC=4)C4C=CC=CC=4)=CC=C4C=3C=CC=C4)=C3C(C=CC=C3)=CC=2)C2C=CC=CC=2)=CC=1. (3) Given the product [Cl:1][C:2]1[CH:3]=[C:4]([NH:5][N:10]=[C:20]([Cl:19])[S:24]([CH3:27])(=[O:26])=[O:25])[CH:6]=[CH:7][CH:8]=1, predict the reactants needed to synthesize it. The reactants are: [Cl:1][C:2]1[CH:3]=[C:4]([CH:6]=[CH:7][CH:8]=1)[NH2:5].Cl.[N:10]([O-])=O.[Na+].C([O-])(=O)C.[Na+].[Cl:19][CH:20]([S:24]([CH3:27])(=[O:26])=[O:25])C(=O)C. (4) Given the product [NH2:18][C@H:17]([C:35]([OH:37])=[O:36])[C:16]([CH3:38])([CH3:2])[CH3:15], predict the reactants needed to synthesize it. The reactants are: N[C@H:2](C(O)=O)CC(C)C.[Mg+2].[Cl-].[Cl-].[Cl-].[K+].[CH3:15][C:16]1([CH3:38])S[C@@H]2[C@H](NC([C@H](N)C3C=CC=CC=3)=O)C(=O)[N:18]2[C@H:17]1[C:35]([OH:37])=[O:36].O=C[C@H]([C@@H]([C@@H](CO)O)O)O. (5) Given the product [Br:8][C:6]1[CH:7]=[C:2]([N:9]2[CH2:14][CH2:13][O:12][CH2:11][CH2:10]2)[CH:3]=[N:4][CH:5]=1, predict the reactants needed to synthesize it. The reactants are: Br[C:2]1[CH:3]=[N:4][CH:5]=[C:6]([Br:8])[CH:7]=1.[NH:9]1[CH2:14][CH2:13][O:12][CH2:11][CH2:10]1. (6) Given the product [CH3:17][C:14]1([CH3:18])[CH2:15][CH2:16][C:11]([C:3]2[CH:4]=[C:5]([CH2:8][C:9]3[N:19]([Sn:22]([CH3:25])([CH3:24])[CH3:23])[N:20]=[N:21][N:10]=3)[CH:6]=[CH:7][C:2]=2[NH2:1])=[CH:12][CH2:13]1, predict the reactants needed to synthesize it. The reactants are: [NH2:1][C:2]1[CH:7]=[CH:6][C:5]([CH2:8][C:9]#[N:10])=[CH:4][C:3]=1[C:11]1[CH2:16][CH2:15][C:14]([CH3:18])([CH3:17])[CH2:13][CH:12]=1.[N:19]([Sn:22]([CH3:25])([CH3:24])[CH3:23])=[N+:20]=[N-:21]. (7) The reactants are: [CH3:1][N:2]1[CH:6]=[C:5]([N:7]2[CH:12]=[CH:11][C:10](=[O:13])[C:9]([CH2:14][C:15]3[CH:16]=[C:17]([C:21]4[N:26]=[CH:25][C:24]([CH:27]5[CH2:32][CH2:31][N:30](C(OC(C)(C)C)=O)[CH2:29][CH2:28]5)=[CH:23][N:22]=4)[CH:18]=[CH:19][CH:20]=3)=[N:8]2)[CH:4]=[N:3]1.Cl. Given the product [CH3:1][N:2]1[CH:6]=[C:5]([N:7]2[CH:12]=[CH:11][C:10](=[O:13])[C:9]([CH2:14][C:15]3[CH:20]=[CH:19][CH:18]=[C:17]([C:21]4[N:26]=[CH:25][C:24]([CH:27]5[CH2:32][CH2:31][NH:30][CH2:29][CH2:28]5)=[CH:23][N:22]=4)[CH:16]=3)=[N:8]2)[CH:4]=[N:3]1, predict the reactants needed to synthesize it.